The task is: Predict the product of the given reaction.. This data is from Forward reaction prediction with 1.9M reactions from USPTO patents (1976-2016). (1) Given the reactants Br[C:2]1[N:7]=[C:6]([F:8])[C:5]([O:9][Si:10]([CH:17]([CH3:19])[CH3:18])([CH:14]([CH3:16])[CH3:15])[CH:11]([CH3:13])[CH3:12])=[CH:4][CH:3]=1.C([Sn](CCCC)(CCCC)[C:25]([O:27][CH2:28][CH3:29])=[CH2:26])CCC, predict the reaction product. The product is: [CH2:28]([O:27][C:25]([C:2]1[N:7]=[C:6]([F:8])[C:5]([O:9][Si:10]([CH:17]([CH3:19])[CH3:18])([CH:14]([CH3:16])[CH3:15])[CH:11]([CH3:13])[CH3:12])=[CH:4][CH:3]=1)=[CH2:26])[CH3:29]. (2) Given the reactants [NH2:1][C:2]1[CH:7]=[CH:6][C:5]([N:8]2[C:14](=[O:15])[CH2:13][C:12](=[O:16])[NH:11][C:10]3[C:17]4[CH2:18][CH2:19][CH2:20][CH2:21][C:22]=4[CH:23]=[CH:24][C:9]2=3)=[CH:4][CH:3]=1.[Cl:25][C:26]1[C:31]([Cl:32])=[CH:30][CH:29]=[CH:28][C:27]=1[CH2:33][S:34](Cl)(=[O:36])=[O:35], predict the reaction product. The product is: [Cl:25][C:26]1[C:31]([Cl:32])=[CH:30][CH:29]=[CH:28][C:27]=1[CH2:33][S:34]([NH:1][C:2]1[CH:3]=[CH:4][C:5]([N:8]2[C:14](=[O:15])[CH2:13][C:12](=[O:16])[NH:11][C:10]3[C:17]4[CH2:18][CH2:19][CH2:20][CH2:21][C:22]=4[CH:23]=[CH:24][C:9]2=3)=[CH:6][CH:7]=1)(=[O:36])=[O:35]. (3) Given the reactants C(OC([NH:8][C@@H:9]([CH2:42][C:43]1[CH:48]=[CH:47][CH:46]=[CH:45][CH:44]=1)[CH2:10][C@@H:11]1[O:15]C(C)(C)[N:13]([C:18]([O:20][CH2:21][C:22]2[CH:27]=[CH:26][CH:25]=[CH:24][CH:23]=2)=[O:19])[C@H:12]1[CH2:28][C:29]1[CH:34]=[CH:33][C:32]([C:35]2[CH:40]=[CH:39][CH:38]=[C:37]([CH3:41])[N:36]=2)=[CH:31][CH:30]=1)=O)(C)(C)C.CO.Cl, predict the reaction product. The product is: [NH2:8][C@@H:9]([CH2:42][C:43]1[CH:44]=[CH:45][CH:46]=[CH:47][CH:48]=1)[CH2:10][C@H:11]([OH:15])[C@@H:12]([NH:13][C:18](=[O:19])[O:20][CH2:21][C:22]1[CH:23]=[CH:24][CH:25]=[CH:26][CH:27]=1)[CH2:28][C:29]1[CH:30]=[CH:31][C:32]([C:35]2[CH:40]=[CH:39][CH:38]=[C:37]([CH3:41])[N:36]=2)=[CH:33][CH:34]=1. (4) The product is: [C:1]1([CH2:7][CH2:8][CH2:9][N:10]2[CH2:11][CH2:12][N:13]([CH2:17][CH2:18][CH2:19][C:20]3[CH:25]=[CH:24][CH:23]=[CH:22][CH:21]=3)[CH2:14][CH2:15]2)[CH:6]=[CH:5][CH:4]=[CH:3][CH:2]=1. Given the reactants [C:1]1([CH2:7][CH2:8][CH2:9][N:10]2[CH2:15][CH2:14][NH:13][CH2:12][CH2:11]2)[CH:6]=[CH:5][CH:4]=[CH:3][CH:2]=1.Br[CH2:17][CH2:18][CH2:19][C:20]1[CH:25]=[CH:24][CH:23]=[CH:22][CH:21]=1, predict the reaction product. (5) Given the reactants [CH2:1]([O:5][C:6]1[N:14]=[C:13]2[C:9]([NH:10][C:11]([O:15][CH3:16])=[N:12]2)=[C:8]([NH2:17])[N:7]=1)[CH2:2][CH2:3][CH3:4].[Br:18][CH2:19][CH2:20][CH2:21][CH2:22][CH2:23]CCBr, predict the reaction product. The product is: [Br:18][CH2:19][CH2:20][CH2:21][CH2:22][CH2:23][N:12]1[C:11]([O:15][CH3:16])=[N:10][C:9]2[C:13]1=[N:14][C:6]([O:5][CH2:1][CH2:2][CH2:3][CH3:4])=[N:7][C:8]=2[NH2:17]. (6) Given the reactants [NH2:1][C:2]1[C:14]([Cl:15])=[C:13]2[C:5]([C:6]3[C:11]([CH2:16][CH2:17][CH2:18][CH3:19])([CH2:12]2)[CH2:10][CH2:9][C:8](=[O:20])[C:7]=3[Br:21])=[CH:4][C:3]=1[F:22].N1C=CC=CC=1.[C:29](Cl)(=[O:31])[CH3:30].[OH-].[Na+], predict the reaction product. The product is: [C:29]([NH:1][C:2]1[C:14]([Cl:15])=[C:13]2[C:5]([C:6]3[C:11]([CH2:16][CH2:17][CH2:18][CH3:19])([CH2:12]2)[CH2:10][CH2:9][C:8](=[O:20])[C:7]=3[Br:21])=[CH:4][C:3]=1[F:22])(=[O:31])[CH3:30].